From a dataset of Reaction yield outcomes from USPTO patents with 853,638 reactions. Predict the reaction yield, written as a fraction of the theoretical maximum amount of product (1.0 means a 100% yield; for example, 0.34 means a 34% yield). The reactants are [C:1]([N:11]1[CH2:16][CH2:15][N:14]([C:17]2[CH:22]=[CH:21][C:20](Cl)=[CH:19][C:18]=2[N+:24]([O-])=O)[CH:13]([C:27](O)=[O:28])[CH2:12]1)([O:3][CH2:4][C:5]1[CH:10]=[CH:9][CH:8]=[CH:7][CH:6]=1)=[O:2].[ClH:30]. The catalyst is C(O)(=O)C.[Fe]. The product is [Cl:30][C:21]1[CH:22]=[C:17]2[C:18]([NH:24][C:27](=[O:28])[CH:13]3[CH2:12][N:11]([C:1]([O:3][CH2:4][C:5]4[CH:10]=[CH:9][CH:8]=[CH:7][CH:6]=4)=[O:2])[CH2:16][CH2:15][N:14]32)=[CH:19][CH:20]=1. The yield is 0.370.